This data is from Full USPTO retrosynthesis dataset with 1.9M reactions from patents (1976-2016). The task is: Predict the reactants needed to synthesize the given product. Given the product [C:20]([O:11][CH2:10][CH2:9][N:8]([CH2:1][C:2]1[CH:7]=[CH:6][CH:5]=[CH:4][CH:3]=1)[CH3:12])(=[O:22])[CH3:21], predict the reactants needed to synthesize it. The reactants are: [CH2:1]([N:8]([CH3:12])[CH2:9][CH2:10][OH:11])[C:2]1[CH:7]=[CH:6][CH:5]=[CH:4][CH:3]=1.C(N(CC)CC)C.[C:20](OC(=O)C)(=[O:22])[CH3:21].C(Cl)Cl.